Dataset: Catalyst prediction with 721,799 reactions and 888 catalyst types from USPTO. Task: Predict which catalyst facilitates the given reaction. (1) Reactant: COC1C=CC(C[N:8]2[CH2:17][CH2:16][C:15]3[C:10](=[CH:11][N:12]=[CH:13][CH:14]=3)[C:9]2=[O:18])=CC=1.C1(C)C=CC(S(O)(=O)=O)=CC=1.CO.C(=O)([O-])[O-].[Na+].[Na+]. Product: [C:9]1(=[O:18])[C:10]2[C:15](=[CH:14][CH:13]=[N:12][CH:11]=2)[CH2:16][CH2:17][NH:8]1. The catalyst class is: 648. (2) Reactant: [CH3:1][C@H:2]1[C@@H:11]2[CH2:12][CH2:13][C:14]3([CH3:18])[O:16][O:17][C@:10]42[C@H:5]([C@@H:6]([CH3:20])[C@@H:7]([OH:19])[O:8][C@@H:9]4[O:15]3)[CH2:4][CH2:3]1.[C:21]1(=[O:27])[O:26][C:24](=[O:25])[CH2:23][CH2:22]1.C(N(CC)CC)C. Product: [CH3:1][C@H:2]1[C@@H:11]2[CH2:12][CH2:13][C:14]3([CH3:18])[O:16][O:17][C@:10]42[C@H:5]([C@@H:6]([CH3:20])[C@@H:7]([O:19][C:21]([CH2:22][CH2:23][C:24]([OH:26])=[O:25])=[O:27])[O:8][C@@H:9]4[O:15]3)[CH2:4][CH2:3]1. The catalyst class is: 4. (3) Reactant: [Cl:1][C:2]1[CH:3]=[CH:4][C:5]([C:25]#[N:26])=[C:6]([C:8]2[C:13]([O:14][CH3:15])=[CH:12][N:11]([CH:16]([CH2:20][CH2:21][O:22][CH3:23])[C:17](O)=[O:18])[C:10](=[O:24])[CH:9]=2)[CH:7]=1.[NH2:27][C:28]1[CH:36]=[C:35]2[C:31]([CH:32]=[C:33]([C:37]([O:39][CH2:40][CH3:41])=[O:38])[NH:34]2)=[CH:30][CH:29]=1.CC(C)N=C=NC(C)C. Product: [Cl:1][C:2]1[CH:3]=[CH:4][C:5]([C:25]#[N:26])=[C:6]([C:8]2[C:13]([O:14][CH3:15])=[CH:12][N:11]([CH:16]([CH2:20][CH2:21][O:22][CH3:23])[C:17]([NH:27][C:28]3[CH:36]=[C:35]4[C:31]([CH:32]=[C:33]([C:37]([O:39][CH2:40][CH3:41])=[O:38])[NH:34]4)=[CH:30][CH:29]=3)=[O:18])[C:10](=[O:24])[CH:9]=2)[CH:7]=1. The catalyst class is: 9. (4) Reactant: [ClH:1].Cl.CO[C:5]1[CH:6]=[C:7]2[C:12](=[CH:13][CH:14]=1)[CH:11]([CH2:15][C:16]1[CH:17]=[N:18][CH:19]=[CH:20][CH:21]=1)[CH:10]([NH2:22])[CH2:9][CH2:8]2.[C:23]([C:26]1([C:36]2[CH:41]=[CH:40][CH:39]=[CH:38][CH:37]=2)[CH2:31][CH2:30][N:29]([CH2:32][C:33]([OH:35])=O)[CH2:28][CH2:27]1)(=[O:25])[CH3:24].C(N(CC)C(C)C)(C)C.CN(C(ON1N=NC2C=CC=CC1=2)=[N+](C)C)C.F[P-](F)(F)(F)(F)F. Product: [ClH:1].[ClH:1].[C:23]([C:26]1([C:36]2[CH:41]=[CH:40][CH:39]=[CH:38][CH:37]=2)[CH2:27][CH2:28][N:29]([CH2:32][C:33]([NH:22][C@H:10]2[CH2:9][CH2:8][C:7]3[C:12](=[CH:13][CH:14]=[CH:5][CH:6]=3)[C@H:11]2[CH2:15][C:16]2[CH:17]=[N:18][CH:19]=[CH:20][CH:21]=2)=[O:35])[CH2:30][CH2:31]1)(=[O:25])[CH3:24]. The catalyst class is: 9.